From a dataset of Forward reaction prediction with 1.9M reactions from USPTO patents (1976-2016). Predict the product of the given reaction. (1) Given the reactants [CH:1]([C:3]1[C:8]([C:9]([O:11]C)=[O:10])=[C:7]([N+:13]([O-])=O)[C:6]([N+:16]([O-])=O)=[CH:5][CH:4]=1)=[CH2:2].[C:19](O)(C(F)(F)F)=O, predict the reaction product. The product is: [CH2:1]([C:3]1[CH:4]=[CH:5][C:6]2[NH:16][CH:19]=[N:13][C:7]=2[C:8]=1[C:9]([OH:11])=[O:10])[CH3:2]. (2) Given the reactants C(=O)([O-])[O-].[K+].[K+].[Cl:7][C:8]1[CH:23]=[CH:22][C:11]([CH2:12][O:13][C:14]2[CH:15]=[CH:16][C:17]([CH3:21])=[C:18]([OH:20])[CH:19]=2)=[CH:10][CH:9]=1.[CH2:24]([O:26][C:27]([C:29]1[C:30]2[S:38][CH:37]=[C:36]([CH2:39]Br)[C:31]=2[C:32]([Cl:35])=[N:33][CH:34]=1)=[O:28])[CH3:25], predict the reaction product. The product is: [CH2:24]([O:26][C:27]([C:29]1[C:30]2[S:38][CH:37]=[C:36]([CH2:39][O:20][C:18]3[CH:19]=[C:14]([O:13][CH2:12][C:11]4[CH:22]=[CH:23][C:8]([Cl:7])=[CH:9][CH:10]=4)[CH:15]=[CH:16][C:17]=3[CH3:21])[C:31]=2[C:32]([Cl:35])=[N:33][CH:34]=1)=[O:28])[CH3:25]. (3) Given the reactants [N:1]1([CH2:6][CH2:7][CH2:8][CH2:9][NH:10][C:11]([C:13]2[CH:18]=[C:17]([O:19][C:20]3[CH:25]=[CH:24][C:23]([OH:26])=[C:22]([NH2:27])[CH:21]=3)[CH:16]=[CH:15][N:14]=2)=[O:12])[CH2:5][CH2:4][CH2:3][CH2:2]1.[Cl:28][C:29]1[CH:41]=[CH:40][C:39]([N:42]=[C:43]=S)=[CH:38][C:30]=1[O:31][CH2:32][CH:33]1[CH2:37][CH2:36][CH2:35][O:34]1, predict the reaction product. The product is: [N:1]1([CH2:6][CH2:7][CH2:8][CH2:9][NH:10][C:11]([C:13]2[CH:18]=[C:17]([O:19][C:20]3[CH:25]=[CH:24][C:23]4[O:26][C:43]([NH:42][C:39]5[CH:40]=[CH:41][C:29]([Cl:28])=[C:30]([O:31][CH2:32][CH:33]6[CH2:37][CH2:36][CH2:35][O:34]6)[CH:38]=5)=[N:27][C:22]=4[CH:21]=3)[CH:16]=[CH:15][N:14]=2)=[O:12])[CH2:5][CH2:4][CH2:3][CH2:2]1. (4) Given the reactants [Br:1][C:2]1[CH:3]=[C:4]([S:9]([NH:12][C:13]2[C:18]([O:19][CH3:20])=[CH:17][C:16]([Cl:21])=[CH:15][N:14]=2)(=[O:11])=[O:10])[CH:5]=[N:6][C:7]=1Cl.[CH3:22][NH:23][CH3:24], predict the reaction product. The product is: [Br:1][C:2]1[CH:3]=[C:4]([S:9]([NH:12][C:13]2[C:18]([O:19][CH3:20])=[CH:17][C:16]([Cl:21])=[CH:15][N:14]=2)(=[O:11])=[O:10])[CH:5]=[N:6][C:7]=1[N:23]([CH3:24])[CH3:22]. (5) Given the reactants [CH:1]1([N:7]2[C:11](=[O:12])[C:10]([O:13][CH3:14])=[C:9]([CH3:15])[N:8]2[CH3:16])[CH2:6][CH2:5][CH2:4][CH2:3][CH2:2]1.[Br:17]N1C(=O)CCC1=O, predict the reaction product. The product is: [Br:17][CH2:15][C:9]1[N:8]([CH3:16])[N:7]([CH:1]2[CH2:2][CH2:3][CH2:4][CH2:5][CH2:6]2)[C:11](=[O:12])[C:10]=1[O:13][CH3:14].